From a dataset of Catalyst prediction with 721,799 reactions and 888 catalyst types from USPTO. Predict which catalyst facilitates the given reaction. (1) Reactant: [CH2:1]([O:3][CH:4]([CH2:9][C:10]1[CH:15]=[CH:14][CH:13]=[C:12]([NH2:16])[CH:11]=1)[C:5]([O:7][CH3:8])=[O:6])[CH3:2].C([O-])([O-])=O.[Na+].[Na+].[C:23]([O:26][CH2:27][CH3:28])(=O)[CH3:24]. Product: [O:26]1[CH2:27][CH2:28][N:16]([CH2:12][CH2:13][CH2:14][NH:16][C:12]2[CH:11]=[C:10]([CH2:9][CH:4]([O:3][CH2:1][CH3:2])[C:5]([O:7][CH3:8])=[O:6])[CH:15]=[CH:14][CH:13]=2)[C:24]2[CH:5]=[CH:4][CH:9]=[CH:10][C:23]1=2. The catalyst class is: 3. (2) Reactant: [F:1][C:2]1[CH:7]=[CH:6][C:5]([NH:8][C:9]([C@H:11]2[CH2:15][CH2:14][N:13](C([O-])=O)[CH2:12]2)=[O:10])=[CH:4][C:3]=1[CH3:19].[ClH:20]. Product: [ClH:20].[F:1][C:2]1[CH:7]=[CH:6][C:5]([NH:8][C:9]([C@H:11]2[CH2:15][CH2:14][NH:13][CH2:12]2)=[O:10])=[CH:4][C:3]=1[CH3:19]. The catalyst class is: 2. (3) The catalyst class is: 296. Product: [Cl:1][C:2]1[N:3]=[C:4]([NH:26][C:25]2[CH:27]=[C:21]([CH:18]([CH3:19])[CH3:20])[CH:22]=[CH:23][C:24]=2[CH3:28])[C:5]2[CH2:10][CH2:9][CH:8]([C:11]3[CH:16]=[CH:15][CH:14]=[CH:13][CH:12]=3)[C:6]=2[N:7]=1. Reactant: [Cl:1][C:2]1[N:3]=[C:4](Cl)[C:5]2[CH2:10][CH2:9][CH:8]([C:11]3[CH:16]=[CH:15][CH:14]=[CH:13][CH:12]=3)[C:6]=2[N:7]=1.[CH:18]([C:21]1[CH:22]=[CH:23][C:24]([CH3:28])=[C:25]([CH:27]=1)[NH2:26])([CH3:20])[CH3:19].CCN(C(C)C)C(C)C. (4) Reactant: [Br:1][C:2]1[CH:7]=[CH:6][C:5]([NH:8][C:9](=[O:20])[C:10]2[CH:15]=[CH:14][C:13](Cl)=[C:12]([N+:17]([O-:19])=[O:18])[CH:11]=2)=[CH:4][CH:3]=1.[NH2:21][C:22]1[CH:27]=[CH:26][C:25]([SH:28])=[CH:24][CH:23]=1.C(=O)([O-])[O-].[Cs+].[Cs+].Cl. Product: [NH2:21][C:22]1[CH:27]=[CH:26][C:25]([S:28][C:13]2[CH:14]=[CH:15][C:10]([C:9]([NH:8][C:5]3[CH:6]=[CH:7][C:2]([Br:1])=[CH:3][CH:4]=3)=[O:20])=[CH:11][C:12]=2[N+:17]([O-:19])=[O:18])=[CH:24][CH:23]=1. The catalyst class is: 9. (5) Reactant: [CH2:1]([N:8]([CH3:22])[C@@H:9]([CH2:14][CH2:15][CH2:16][CH2:17][CH2:18][C:19](=[O:21])[CH3:20])[C:10]([O:12]C)=[O:11])[C:2]1[CH:7]=[CH:6][CH:5]=[CH:4][CH:3]=1.[Li+:23].[OH-]. Product: [CH2:1]([N:8]([CH3:22])[C@@H:9]([CH2:14][CH2:15][CH2:16][CH2:17][CH2:18][C:19](=[O:21])[CH3:20])[C:10]([O-:12])=[O:11])[C:2]1[CH:7]=[CH:6][CH:5]=[CH:4][CH:3]=1.[Li+:23]. The catalyst class is: 20. (6) Reactant: [CH:1]1([CH2:4][CH2:5][O:6][C:7]2[N:12]=[CH:11][C:10]([O:13][C@@H:14]3[CH2:18][CH2:17][NH:16][C:15]3=[O:19])=[CH:9][CH:8]=2)[CH2:3][CH2:2]1.Br[C:21]1[CH:29]=[C:28]2[C:24]([CH2:25][CH2:26][C:27]2=[O:30])=[C:23]([F:31])[CH:22]=1. Product: [CH:1]1([CH2:4][CH2:5][O:6][C:7]2[N:12]=[CH:11][C:10]([O:13][C@@H:14]3[CH2:18][CH2:17][N:16]([C:21]4[CH:29]=[C:28]5[C:24](=[C:23]([F:31])[CH:22]=4)[CH2:25][CH2:26][C:27]5=[O:30])[C:15]3=[O:19])=[CH:9][CH:8]=2)[CH2:2][CH2:3]1. The catalyst class is: 12.